This data is from Catalyst prediction with 721,799 reactions and 888 catalyst types from USPTO. The task is: Predict which catalyst facilitates the given reaction. (1) Reactant: O=P12OP3(OP(OP(O3)(O1)=O)(=O)O2)=O.CS(O)(=O)=O.[Cl:20][C:21]1[CH:26]=[C:25]([F:27])[CH:24]=[CH:23][C:22]=1[C:28]1[C:29]([C:34]([OH:36])=O)=[CH:30][CH:31]=[CH:32][CH:33]=1. Product: [Cl:20][C:21]1[C:22]2[C:28]3[C:29](=[CH:30][CH:31]=[CH:32][CH:33]=3)[C:34](=[O:36])[C:23]=2[CH:24]=[C:25]([F:27])[CH:26]=1. The catalyst class is: 6. (2) Reactant: [Cl:1][C:2]1[CH:8]=[CH:7][C:5]([NH2:6])=[C:4]([CH2:9][N:10]2[CH2:15][CH2:14][O:13][CH2:12][CH2:11]2)[CH:3]=1.[F:16][C:17]([F:28])([F:27])[C:18](O[C:18](=[O:19])[C:17]([F:28])([F:27])[F:16])=[O:19]. Product: [Cl:1][C:2]1[CH:8]=[CH:7][C:5]([NH:6][C:18](=[O:19])[C:17]([F:28])([F:27])[F:16])=[C:4]([CH2:9][N:10]2[CH2:15][CH2:14][O:13][CH2:12][CH2:11]2)[CH:3]=1. The catalyst class is: 472. (3) Reactant: Cl[C:2]1[S:3][C:4]2[CH:10]=[C:9]([Br:11])[CH:8]=[CH:7][C:5]=2[N:6]=1.[NH:12]1[CH2:17][CH2:16][NH:15][CH2:14][CH2:13]1.C(=O)(O)[O-].[Na+]. Product: [Br:11][C:9]1[CH:8]=[CH:7][C:5]2[N:6]=[C:2]([N:12]3[CH2:17][CH2:16][NH:15][CH2:14][CH2:13]3)[S:3][C:4]=2[CH:10]=1. The catalyst class is: 32. (4) Reactant: [CH3:1][O:2][C:3](=[O:25])[CH2:4][N:5]([C:7](=[O:24])[C:8]1[CH:13]=[C:12]([O:14][CH3:15])[CH:11]=[CH:10][C:9]=1[C:16](=O)[C:17]1[CH:22]=[CH:21][CH:20]=[CH:19][CH:18]=1)[CH3:6].C[O-].[Na+].Cl. Product: [CH3:15][O:14][C:12]1[CH:13]=[C:8]2[C:9]([C:16]([C:17]3[CH:22]=[CH:21][CH:20]=[CH:19][CH:18]=3)=[C:4]([C:3]([O:2][CH3:1])=[O:25])[N:5]([CH3:6])[C:7]2=[O:24])=[CH:10][CH:11]=1. The catalyst class is: 71. (5) Reactant: [C:1]([O-:4])(=O)[CH3:2].[K+].[I-].[K+].ClCC1[N:11]([CH2:24][CH:25]2[CH2:30][CH2:29][O:28][CH2:27][CH2:26]2)[C:12]2[C:21]3[CH:20]=[CH:19][CH:18]=[CH:17][C:16]=3[N:15]=[C:14]([NH2:22])[C:13]=2[N:23]=1.O.[OH-].[Li+]. Product: [NH2:22][C:14]1[C:13]2[N:23]=[C:2]([CH2:1][OH:4])[N:11]([CH2:24][CH:25]3[CH2:30][CH2:29][O:28][CH2:27][CH2:26]3)[C:12]=2[C:21]2[CH:20]=[CH:19][CH:18]=[CH:17][C:16]=2[N:15]=1. The catalyst class is: 6. (6) Reactant: C(=O)([O-])[O-].[K+].[K+].C[Si]([C:11]#[C:12][C:13]1[NH:17][C:16]([C@@H:18]2[CH2:23][C@@H:22]3[C@@H:20]([CH2:21]3)[N:19]2[C:24]([O:26][C:27]([CH3:30])([CH3:29])[CH3:28])=[O:25])=[N:15][CH:14]=1)(C)C. Product: [C:12]([C:13]1[NH:17][C:16]([C@@H:18]2[CH2:23][C@@H:22]3[C@@H:20]([CH2:21]3)[N:19]2[C:24]([O:26][C:27]([CH3:30])([CH3:29])[CH3:28])=[O:25])=[N:15][CH:14]=1)#[CH:11]. The catalyst class is: 5. (7) Reactant: [OH:1][CH:2]1[CH2:7][CH2:6][N:5]([C:8](=[O:10])[CH3:9])[CH2:4][CH2:3]1.[Br:11][C:12]1[CH:13]=[C:14](O)[CH:15]=[N:16][CH:17]=1.C1C=CC(P(C2C=CC=CC=2)C2C=CC=CC=2)=CC=1.CC(OC(/N=N/C(OC(C)C)=O)=O)C. Product: [Br:11][C:12]1[CH:13]=[C:14]([O:1][CH:2]2[CH2:7][CH2:6][N:5]([C:8](=[O:10])[CH3:9])[CH2:4][CH2:3]2)[CH:15]=[N:16][CH:17]=1. The catalyst class is: 1.